From a dataset of Reaction yield outcomes from USPTO patents with 853,638 reactions. Predict the reaction yield, written as a fraction of the theoretical maximum amount of product (1.0 means a 100% yield; for example, 0.34 means a 34% yield). (1) The yield is 0.440. The reactants are [CH:1]([C:3]1[CH:7]=[CH:6][S:5][N:4]=1)=[CH2:2].C([Li])CCC.[CH2:13]([Sn:17]([CH2:23][CH2:24][CH2:25][CH3:26])([CH2:19][CH2:20][CH2:21][CH3:22])Cl)[CH2:14][CH2:15][CH3:16].C(=O)(O)[O-].[Na+]. The catalyst is C1COCC1. The product is [CH2:23]([Sn:17]([CH2:13][CH2:14][CH2:15][CH3:16])([CH2:19][CH2:20][CH2:21][CH3:22])[C:6]1[S:5][N:4]=[C:3]([CH:1]=[CH2:2])[CH:7]=1)[CH2:24][CH2:25][CH3:26]. (2) The reactants are ClC1C=C(C2ON=C(CN3CCC(N4C5C=CC=CC=5COC4=O)CC3)N=2)C=CC=1.Cl.[NH:32]1[CH2:37][CH2:36][CH:35]([N:38]2[C:43]3[CH:44]=[CH:45][CH:46]=[CH:47][C:42]=3[CH2:41][O:40][C:39]2=[O:48])[CH2:34][CH2:33]1.Cl[CH2:50][C:51]1[N:55]=[C:54]([C:56]2[CH:61]=[C:60]([CH3:62])[CH:59]=[CH:58][C:57]=2[F:63])[O:53][N:52]=1.CCN(C(C)C)C(C)C.C(=O)([O-])[O-].[K+].[K+]. No catalyst specified. The product is [F:63][C:57]1[CH:58]=[CH:59][C:60]([CH3:62])=[CH:61][C:56]=1[C:54]1[O:53][N:52]=[C:51]([CH2:50][N:32]2[CH2:33][CH2:34][CH:35]([N:38]3[C:43]4[CH:44]=[CH:45][CH:46]=[CH:47][C:42]=4[CH2:41][O:40][C:39]3=[O:48])[CH2:36][CH2:37]2)[N:55]=1. The yield is 0.790. (3) The reactants are NC1C=CC(C(O)=O)=CC=1.C1(C(Cl)=O)CCCCC1.CCN(CC)CC.[OH-].[Na+].[CH:29]1([C:35]([NH:37][C:38]2[CH:47]=[CH:46][C:41]([C:42]([O:44]C)=[O:43])=[CH:40][CH:39]=2)=[O:36])[CH2:34][CH2:33][CH2:32][CH2:31][CH2:30]1. The catalyst is C1COCC1. The product is [CH:29]1([C:35]([NH:37][C:38]2[CH:47]=[CH:46][C:41]([C:42]([OH:44])=[O:43])=[CH:40][CH:39]=2)=[O:36])[CH2:30][CH2:31][CH2:32][CH2:33][CH2:34]1. The yield is 0.920. (4) The reactants are [NH2:1][C@H:2]([CH:22]([CH3:24])[CH3:23])[C:3]([N:5]1[CH2:10][CH2:9][C:8]([C:15]2[CH:20]=[CH:19][C:18]([Cl:21])=[CH:17][CH:16]=2)([C:11]([O:13][CH3:14])=[O:12])[CH2:7][CH2:6]1)=[O:4].[C:25](Cl)(=[O:32])[C:26]1[CH:31]=[CH:30][CH:29]=[CH:28][CH:27]=1.C(N(C(C)C)C(C)C)C. The catalyst is C(Cl)Cl. The product is [C:25]([NH:1][C@H:2]([CH:22]([CH3:24])[CH3:23])[C:3]([N:5]1[CH2:10][CH2:9][C:8]([C:15]2[CH:16]=[CH:17][C:18]([Cl:21])=[CH:19][CH:20]=2)([C:11]([O:13][CH3:14])=[O:12])[CH2:7][CH2:6]1)=[O:4])(=[O:32])[C:26]1[CH:31]=[CH:30][CH:29]=[CH:28][CH:27]=1. The yield is 0.910.